This data is from Reaction yield outcomes from USPTO patents with 853,638 reactions. The task is: Predict the reaction yield, written as a fraction of the theoretical maximum amount of product (1.0 means a 100% yield; for example, 0.34 means a 34% yield). The reactants are [C:1]([OH:10])(=[O:9])/[CH:2]=[CH:3]\[CH:4]=[CH:5]\[C:6]([OH:8])=[O:7].II. The catalyst is C(O)CC. The product is [C:1]([OH:10])(=[O:9])/[CH:2]=[CH:3]/[CH:4]=[CH:5]/[C:6]([OH:8])=[O:7]. The yield is 0.730.